Dataset: Peptide-MHC class II binding affinity with 134,281 pairs from IEDB. Task: Regression. Given a peptide amino acid sequence and an MHC pseudo amino acid sequence, predict their binding affinity value. This is MHC class II binding data. (1) The peptide sequence is YDRFLANVSTVLTGK. The MHC is DRB1_0802 with pseudo-sequence DRB1_0802. The binding affinity (normalized) is 0.788. (2) The peptide sequence is TATELNNALQNLART. The MHC is HLA-DQA10301-DQB10302 with pseudo-sequence HLA-DQA10301-DQB10302. The binding affinity (normalized) is 0.157. (3) The peptide sequence is RPRWCDERVSSDQSA. The MHC is HLA-DQA10501-DQB10302 with pseudo-sequence HLA-DQA10501-DQB10302. The binding affinity (normalized) is 0.256. (4) The peptide sequence is GGIVNAQNAQLSNCS. The MHC is HLA-DQA10501-DQB10301 with pseudo-sequence HLA-DQA10501-DQB10301. The binding affinity (normalized) is 0.315. (5) The MHC is HLA-DQA10301-DQB10302 with pseudo-sequence HLA-DQA10301-DQB10302. The binding affinity (normalized) is 0. The peptide sequence is PPGLQGMPGERGAA. (6) The peptide sequence is INERTAAAIAYGLDR. The MHC is HLA-DQA10501-DQB10301 with pseudo-sequence HLA-DQA10501-DQB10301. The binding affinity (normalized) is 0.617. (7) The peptide sequence is FPPNGTHSWEYWGAQ. The MHC is HLA-DQA10301-DQB10301 with pseudo-sequence HLA-DQA10301-DQB10301. The binding affinity (normalized) is 0.160.